Dataset: Peptide-MHC class II binding affinity with 134,281 pairs from IEDB. Task: Regression. Given a peptide amino acid sequence and an MHC pseudo amino acid sequence, predict their binding affinity value. This is MHC class II binding data. (1) The peptide sequence is YHFDLSGHAFGAMAKKGDEQ. The MHC is HLA-DPA10201-DPB10501 with pseudo-sequence HLA-DPA10201-DPB10501. The binding affinity (normalized) is 0.399. (2) The peptide sequence is QLSALWARFPLPVIP. The MHC is HLA-DQA10301-DQB10302 with pseudo-sequence HLA-DQA10301-DQB10302. The binding affinity (normalized) is 0.175. (3) The binding affinity (normalized) is 0. The MHC is DRB1_1301 with pseudo-sequence DRB1_1301. The peptide sequence is IIFIFRRDLLCPLGAL. (4) The peptide sequence is VVSRLLIPVPFDPPA. The MHC is HLA-DQA10501-DQB10201 with pseudo-sequence HLA-DQA10501-DQB10201. The binding affinity (normalized) is 0.364. (5) The peptide sequence is GIHTVFGSAFQGLFG. The MHC is DRB4_0101 with pseudo-sequence DRB4_0103. The binding affinity (normalized) is 0.322. (6) The peptide sequence is DVCGMFTNRSGSQQWR. The MHC is DRB3_0101 with pseudo-sequence DRB3_0101. The binding affinity (normalized) is 0.142. (7) The peptide sequence is FGYGAKDVRCHARKAVTHIN. The MHC is DRB1_1501 with pseudo-sequence DRB1_1501. The binding affinity (normalized) is 0.402. (8) The peptide sequence is EKKYFAATQFEPLAL. The MHC is DRB1_1001 with pseudo-sequence DRB1_1001. The binding affinity (normalized) is 0.813. (9) The binding affinity (normalized) is 0.326. The MHC is HLA-DPA10201-DPB10101 with pseudo-sequence HLA-DPA10201-DPB10101. The peptide sequence is AFSPEVIPMFSALSEGA.